Dataset: Forward reaction prediction with 1.9M reactions from USPTO patents (1976-2016). Task: Predict the product of the given reaction. Given the reactants C([O:8][C:9]1[C:13]([O:14]CC2C=CC=CC=2)=[C:12]([C:22](=[O:26])[N:23]([CH3:25])[CH3:24])[N:11]([C:27]2[CH:32]=[CH:31][C:30]([O:33][CH2:34][CH2:35][CH2:36][N:37]3[CH2:42][CH2:41][O:40][CH2:39][CH2:38]3)=[CH:29][CH:28]=2)[C:10]=1[C:43]([O:45][CH2:46][CH3:47])=[O:44])C1C=CC=CC=1, predict the reaction product. The product is: [CH3:25][N:23]([CH3:24])[C:22]([C:12]1[N:11]([C:27]2[CH:28]=[CH:29][C:30]([O:33][CH2:34][CH2:35][CH2:36][N:37]3[CH2:38][CH2:39][O:40][CH2:41][CH2:42]3)=[CH:31][CH:32]=2)[C:10]([C:43]([O:45][CH2:46][CH3:47])=[O:44])=[C:9]([OH:8])[C:13]=1[OH:14])=[O:26].